Dataset: NCI-60 drug combinations with 297,098 pairs across 59 cell lines. Task: Regression. Given two drug SMILES strings and cell line genomic features, predict the synergy score measuring deviation from expected non-interaction effect. (1) Drug 1: CCCCC(=O)OCC(=O)C1(CC(C2=C(C1)C(=C3C(=C2O)C(=O)C4=C(C3=O)C=CC=C4OC)O)OC5CC(C(C(O5)C)O)NC(=O)C(F)(F)F)O. Drug 2: CC1CCC2CC(C(=CC=CC=CC(CC(C(=O)C(C(C(=CC(C(=O)CC(OC(=O)C3CCCCN3C(=O)C(=O)C1(O2)O)C(C)CC4CCC(C(C4)OC)O)C)C)O)OC)C)C)C)OC. Cell line: OVCAR-8. Synergy scores: CSS=82.3, Synergy_ZIP=12.5, Synergy_Bliss=12.5, Synergy_Loewe=8.55, Synergy_HSA=12.0. (2) Drug 1: C1=NC2=C(N1)C(=S)N=CN2. Drug 2: C1CC(=O)NC(=O)C1N2C(=O)C3=CC=CC=C3C2=O. Cell line: OVCAR-5. Synergy scores: CSS=9.79, Synergy_ZIP=-5.23, Synergy_Bliss=2.34, Synergy_Loewe=-17.0, Synergy_HSA=0.225. (3) Drug 1: C1CN1P(=S)(N2CC2)N3CC3. Drug 2: COCCOC1=C(C=C2C(=C1)C(=NC=N2)NC3=CC=CC(=C3)C#C)OCCOC.Cl. Cell line: HOP-62. Synergy scores: CSS=37.0, Synergy_ZIP=-12.9, Synergy_Bliss=-8.78, Synergy_Loewe=-5.20, Synergy_HSA=-7.66. (4) Drug 1: CC1C(C(CC(O1)OC2CC(CC3=C2C(=C4C(=C3O)C(=O)C5=C(C4=O)C(=CC=C5)OC)O)(C(=O)CO)O)N)O.Cl. Drug 2: CC1CCCC2(C(O2)CC(NC(=O)CC(C(C(=O)C(C1O)C)(C)C)O)C(=CC3=CSC(=N3)C)C)C. Cell line: TK-10. Synergy scores: CSS=34.8, Synergy_ZIP=2.02, Synergy_Bliss=0.483, Synergy_Loewe=-16.7, Synergy_HSA=-0.359. (5) Drug 1: CN(CC1=CN=C2C(=N1)C(=NC(=N2)N)N)C3=CC=C(C=C3)C(=O)NC(CCC(=O)O)C(=O)O. Drug 2: CC1=C(C(=O)C2=C(C1=O)N3CC4C(C3(C2COC(=O)N)OC)N4)N. Cell line: IGROV1. Synergy scores: CSS=33.6, Synergy_ZIP=-3.90, Synergy_Bliss=-2.34, Synergy_Loewe=-3.03, Synergy_HSA=-2.60. (6) Drug 1: CC1C(C(CC(O1)OC2CC(OC(C2O)C)OC3=CC4=CC5=C(C(=O)C(C(C5)C(C(=O)C(C(C)O)O)OC)OC6CC(C(C(O6)C)O)OC7CC(C(C(O7)C)O)OC8CC(C(C(O8)C)O)(C)O)C(=C4C(=C3C)O)O)O)O. Drug 2: CS(=O)(=O)OCCCCOS(=O)(=O)C. Cell line: CAKI-1. Synergy scores: CSS=50.0, Synergy_ZIP=2.38, Synergy_Bliss=2.83, Synergy_Loewe=-21.1, Synergy_HSA=-3.04.